Predict the reactants needed to synthesize the given product. From a dataset of Full USPTO retrosynthesis dataset with 1.9M reactions from patents (1976-2016). (1) Given the product [F:1][C:2]1[CH:3]=[C:4]([C:8]2[CH:16]=[C:15]3[C:11]([CH2:12][CH2:13][CH:14]3[NH:18][C:19]3[CH:20]=[C:21]([CH:30]=[CH:31][CH:32]=3)[O:22][CH2:23][C:24]([O:26][CH:27]([CH3:28])[CH3:29])=[O:25])=[CH:10][CH:9]=2)[CH:5]=[CH:6][CH:7]=1, predict the reactants needed to synthesize it. The reactants are: [F:1][C:2]1[CH:3]=[C:4]([C:8]2[CH:16]=[C:15]3[C:11]([CH2:12][CH2:13][C:14]3=O)=[CH:10][CH:9]=2)[CH:5]=[CH:6][CH:7]=1.[NH2:18][C:19]1[CH:20]=[C:21]([CH:30]=[CH:31][CH:32]=1)[O:22][CH2:23][C:24]([O:26][CH:27]([CH3:29])[CH3:28])=[O:25].[BH4-].[Na+]. (2) The reactants are: [N+:1]([C:4]1[CH:5]=[C:6]([S:10]([N:13]([CH2:26][C:27]2[CH:32]=[CH:31][CH:30]=[CH:29][N:28]=2)[CH2:14][C:15]2[CH:20]=[CH:19][C:18]([C:21]3[NH:25][N:24]=[N:23][N:22]=3)=[CH:17][CH:16]=2)(=[O:12])=[O:11])[CH:7]=[CH:8][CH:9]=1)([O-])=O. Given the product [NH2:1][C:4]1[CH:5]=[C:6]([S:10]([N:13]([CH2:26][C:27]2[CH:32]=[CH:31][CH:30]=[CH:29][N:28]=2)[CH2:14][C:15]2[CH:16]=[CH:17][C:18]([C:21]3[NH:25][N:24]=[N:23][N:22]=3)=[CH:19][CH:20]=2)(=[O:11])=[O:12])[CH:7]=[CH:8][CH:9]=1, predict the reactants needed to synthesize it. (3) Given the product [C:39]([N:24]1[CH:25]=[C:21]([C:18]2[CH:17]=[CH:16][C:15]([CH2:14][CH:13]([NH:26][C:1](=[O:4])[CH3:2])[C:10]3[NH:11][CH:12]=[C:8]([CH2:7][C:6]([CH3:29])([CH3:5])[CH2:27][CH3:28])[N:9]=3)=[CH:20][CH:19]=2)[CH:22]=[N:23]1)(=[O:42])[CH3:40], predict the reactants needed to synthesize it. The reactants are: [C:1]([OH:4])(=O)[CH3:2].[CH3:5][C:6]([CH3:29])([CH2:27][CH3:28])[CH2:7][C:8]1[N:9]=[C:10]([CH:13]([NH2:26])[CH2:14][C:15]2[CH:20]=[CH:19][C:18]([C:21]3[CH:22]=[N:23][NH:24][CH:25]=3)=[CH:17][CH:16]=2)[NH:11][CH:12]=1.Cl.CN(C)CCCN=C=N[CH2:39][CH3:40].[OH:42]N1C2C=CC=CC=2N=N1.C(=O)(O)[O-].[Na+]. (4) Given the product [CH3:8][N:5]1[CH2:6][CH2:7][N:2]([NH:1][CH2:37][C:34]2[CH:33]=[CH:32][C:31]([C:30]([NH:29][C:11]3[CH:12]=[C:13]([NH:16][C:17]4[N:22]=[C:21]([C:23]5[CH:24]=[N:25][CH:26]=[CH:27][CH:28]=5)[CH:20]=[CH:19][N:18]=4)[CH:14]=[CH:15][C:10]=3[F:9])=[O:39])=[CH:36][CH:35]=2)[CH2:3][CH2:4]1, predict the reactants needed to synthesize it. The reactants are: [NH2:1][N:2]1[CH2:7][CH2:6][N:5]([CH3:8])[CH2:4][CH2:3]1.[F:9][C:10]1[CH:15]=[CH:14][C:13]([NH:16][C:17]2[N:22]=[C:21]([C:23]3[CH:24]=[N:25][CH:26]=[CH:27][CH:28]=3)[CH:20]=[CH:19][N:18]=2)=[CH:12][C:11]=1[NH:29][C:30](=[O:39])[C:31]1[CH:36]=[CH:35][C:34]([CH2:37]Cl)=[CH:33][CH:32]=1.